From a dataset of Full USPTO retrosynthesis dataset with 1.9M reactions from patents (1976-2016). Predict the reactants needed to synthesize the given product. Given the product [NH2:23][C:14]1[S:13][C:17]2[CH:18]=[C:19]([NH:22][C:3](=[O:5])[CH2:2][NH:1][C:6](=[O:7])[O:8][C:9]([CH3:12])([CH3:11])[CH3:10])[CH:20]=[CH:21][C:16]=2[N:15]=1, predict the reactants needed to synthesize it. The reactants are: [NH:1]([C:6]([O:8][C:9]([CH3:12])([CH3:11])[CH3:10])=[O:7])[CH2:2][C:3]([OH:5])=O.[S:13]1[C:17]2[CH:18]=[C:19]([NH2:22])[CH:20]=[CH:21][C:16]=2[N:15]=[C:14]1[NH2:23].